This data is from Forward reaction prediction with 1.9M reactions from USPTO patents (1976-2016). The task is: Predict the product of the given reaction. (1) Given the reactants [S:1]([O-:5])([O-:4])(=[O:3])=[O:2].[Ba+2:6].[CH4:7], predict the reaction product. The product is: [S:1]([O-:5])([O-:4])(=[O:3])=[O:2].[Ba+2:6].[CH4:7].[S:1]([O-:5])([O-:4])(=[O:3])=[O:2].[Ba+2:6]. (2) Given the reactants [Cl:1][C:2]1[C:3]2[N:4]([C:8]([C:11]3[C:16]([C:17]#[N:18])=[CH:15][N:14]=[C:13]([NH:19][C@H:20]([C:22]4[CH:27]=[CH:26][C:25]([CH:28]([OH:41])[CH:29]5[CH2:34][CH2:33][N:32](C(=O)C(F)(F)F)[CH2:31][CH2:30]5)=[CH:24][CH:23]=4)[CH3:21])[N:12]=3)=[CH:9][N:10]=2)[CH:5]=[CH:6][CH:7]=1.[OH-].[Na+], predict the reaction product. The product is: [Cl:1][C:2]1[C:3]2[N:4]([C:8]([C:11]3[C:16]([C:17]#[N:18])=[CH:15][N:14]=[C:13]([NH:19][C@H:20]([C:22]4[CH:27]=[CH:26][C:25]([CH:28]([OH:41])[CH:29]5[CH2:34][CH2:33][NH:32][CH2:31][CH2:30]5)=[CH:24][CH:23]=4)[CH3:21])[N:12]=3)=[CH:9][N:10]=2)[CH:5]=[CH:6][CH:7]=1. (3) Given the reactants [NH2:1][C:2]1[CH:7]=[C:6]([Br:8])[CH:5]=[CH:4][C:3]=1[NH:9][C:10]([C@@H:12]1[CH2:16][CH2:15][CH2:14][N:13]1[C:17]([O:19][C:20]([CH3:23])([CH3:22])[CH3:21])=[O:18])=O.C([O-])(=O)C.[NH4+].C(O)(=O)C, predict the reaction product. The product is: [Br:8][C:6]1[CH:5]=[CH:4][C:3]2[NH:9][C:10]([C@@H:12]3[CH2:16][CH2:15][CH2:14][N:13]3[C:17]([O:19][C:20]([CH3:23])([CH3:22])[CH3:21])=[O:18])=[N:1][C:2]=2[CH:7]=1. (4) The product is: [O:13]1[C:14]2([CH2:19][CH2:18][C:17]([C:5]3[C:4]4[C:8](=[CH:9][CH:10]=[C:2]([F:1])[CH:3]=4)[NH:7][CH:6]=3)=[CH:16][CH2:15]2)[O:21][CH2:11][CH2:12]1. Given the reactants [F:1][C:2]1[CH:3]=[C:4]2[C:8](=[CH:9][CH:10]=1)[NH:7][CH:6]=[CH:5]2.[CH2:11]1[O:21][C:14]2([CH2:19][CH2:18][C:17](=O)[CH2:16][CH2:15]2)[O:13][CH2:12]1.[OH-].[K+], predict the reaction product. (5) Given the reactants [NH:1]1[CH2:6][CH2:5][CH:4]([CH2:7][CH2:8][O:9][C:10]2[N:15]=[C:14]([NH:16][C:17]([NH:19][C:20]3[N:21]=[C:22]([C:25]4[CH:30]=[CH:29][N:28]=[CH:27][CH:26]=4)[S:23][CH:24]=3)=[O:18])[CH:13]=[CH:12][CH:11]=2)[CH2:3][CH2:2]1.C=O.[BH-](OC(C)=O)(OC(C)=O)O[C:35](C)=O.[Na+], predict the reaction product. The product is: [CH3:35][N:1]1[CH2:6][CH2:5][CH:4]([CH2:7][CH2:8][O:9][C:10]2[N:15]=[C:14]([NH:16][C:17]([NH:19][C:20]3[N:21]=[C:22]([C:25]4[CH:26]=[CH:27][N:28]=[CH:29][CH:30]=4)[S:23][CH:24]=3)=[O:18])[CH:13]=[CH:12][CH:11]=2)[CH2:3][CH2:2]1. (6) Given the reactants [CH3:1][O:2][C:3]1[N:8]=[C:7]2[C:9]([C:13]3[N:24]([S:25]([C:28]4[CH:33]=[CH:32][C:31]([CH3:34])=[CH:30][CH:29]=4)(=[O:27])=[O:26])[C:16]4[N:17]=[CH:18][CH:19]=[C:20]([CH:21]=[N:22]O)[C:15]=4[CH:14]=3)=[CH:10][N:11]([CH3:12])[C:6]2=[CH:5][C:4]=1[O:35][CH3:36].C(O)=O.[OH-].[Na+], predict the reaction product. The product is: [CH3:1][O:2][C:3]1[N:8]=[C:7]2[C:9]([C:13]3[N:24]([S:25]([C:28]4[CH:33]=[CH:32][C:31]([CH3:34])=[CH:30][CH:29]=4)(=[O:27])=[O:26])[C:16]4=[N:17][CH:18]=[CH:19][C:20]([CH2:21][NH2:22])=[C:15]4[CH:14]=3)=[CH:10][N:11]([CH3:12])[C:6]2=[CH:5][C:4]=1[O:35][CH3:36]. (7) Given the reactants [F:1][C:2]1([F:23])[CH2:6][N:5]([C:7]2[CH:12]=[CH:11][C:10]([N+:13]([O-:15])=[O:14])=[C:9]([C:16]([F:19])([F:18])[F:17])[CH:8]=2)[C@H:4]([C:20]([OH:22])=[O:21])[CH2:3]1.S(Cl)(Cl)=O.[CH3:28]O, predict the reaction product. The product is: [F:23][C:2]1([F:1])[CH2:6][N:5]([C:7]2[CH:12]=[CH:11][C:10]([N+:13]([O-:15])=[O:14])=[C:9]([C:16]([F:19])([F:18])[F:17])[CH:8]=2)[C@H:4]([C:20]([O:22][CH3:28])=[O:21])[CH2:3]1. (8) Given the reactants [Cl:1][C:2]1[C:3]([N:13]2[CH2:18][CH2:17][NH:16][CH2:15][CH2:14]2)=[N:4][CH:5]=[C:6]([CH:12]=1)[C:7]([O:9][CH2:10][CH3:11])=[O:8].[N:19]([C:22]1[CH:31]=[CH:30][C:29]2[C:24](=[CH:25][CH:26]=[CH:27][CH:28]=2)[CH:23]=1)=[C:20]=[O:21], predict the reaction product. The product is: [Cl:1][C:2]1[C:3]([N:13]2[CH2:18][CH2:17][N:16]([C:20]([NH:19][C:22]3[CH:31]=[CH:30][C:29]4[C:24](=[CH:25][CH:26]=[CH:27][CH:28]=4)[CH:23]=3)=[O:21])[CH2:15][CH2:14]2)=[N:4][CH:5]=[C:6]([CH:12]=1)[C:7]([O:9][CH2:10][CH3:11])=[O:8]. (9) Given the reactants C1(C[N:8]2[CH2:13][CH2:12][CH:11]([N:14]3[CH2:19][C:18]4[CH:20]=[CH:21][CH:22]=[N:23][C:17]=4[NH:16][C:15]3=[O:24])[CH2:10][CH2:9]2)C=CC=CC=1.[H][H], predict the reaction product. The product is: [NH:8]1[CH2:9][CH2:10][CH:11]([N:14]2[CH2:19][C:18]3[CH:20]=[CH:21][CH:22]=[N:23][C:17]=3[NH:16][C:15]2=[O:24])[CH2:12][CH2:13]1. (10) Given the reactants N([O-])=O.[Na+].[Br:5][C:6]1[CH:7]=[CH:8][C:9]([CH3:13])=[C:10]([CH:12]=1)N.O(CC)C([S-])=[S:16].[K+].[OH-].[K+].C(=S)=S.BrC1C=CC(C)=C([N+]#N)C=1.Cl, predict the reaction product. The product is: [Br:5][C:6]1[CH:7]=[CH:8][C:9]([CH3:13])=[C:10]([SH:16])[CH:12]=1.